From a dataset of Forward reaction prediction with 1.9M reactions from USPTO patents (1976-2016). Predict the product of the given reaction. (1) The product is: [O:1]1[CH:5]=[CH:4][CH:3]=[C:2]1[C:20]([N:24]1[CH2:29][CH2:28][N:27]([C:7]2[C:8]3[CH:18]=[CH:17][S:16][C:9]=3[NH:10][C:11](=[O:15])[C:12]=2[C:13]#[N:14])[CH2:26][CH2:25]1)=[O:19]. Given the reactants [O:1]1[CH:5]=[CH:4][CH:3]=[CH:2]1.Cl[C:7]1[C:8]2[CH:18]=[CH:17][S:16][C:9]=2[NH:10][C:11](=[O:15])[C:12]=1[C:13]#[N:14].[O:19]1C=CC=[C:20]1[N:24]1[CH2:29][CH2:28][NH:27][CH2:26][CH2:25]1, predict the reaction product. (2) Given the reactants C([NH:3][C:4]1[CH:9]=[CH:8][C:7]([C:10]2[CH:15]=[CH:14][C:13]([C:16](=[O:25])[CH2:17][C:18]([CH3:24])([CH3:23])[C:19]([O:21][CH3:22])=[O:20])=[CH:12][CH:11]=2)=[CH:6][CH:5]=1)=O.Cl, predict the reaction product. The product is: [NH2:3][C:4]1[CH:5]=[CH:6][C:7]([C:10]2[CH:15]=[CH:14][C:13]([C:16](=[O:25])[CH2:17][C:18]([CH3:23])([CH3:24])[C:19]([O:21][CH3:22])=[O:20])=[CH:12][CH:11]=2)=[CH:8][CH:9]=1. (3) Given the reactants Br[C:2]1[CH:7]=[CH:6][C:5]([CH2:8][N:9]2[CH2:14][CH2:13][N:12]([C:15]([O:17][C:18]([CH3:21])([CH3:20])[CH3:19])=[O:16])[CH2:11][CH2:10]2)=[C:4]([C:22](=[O:26])[N:23]([CH3:25])[CH3:24])[CH:3]=1.[C:27]1(B(O)O)[CH:32]=[CH:31][CH:30]=[CH:29][CH:28]=1.C(=O)([O-])[O-].[K+].[K+].O1CCOCC1, predict the reaction product. The product is: [CH3:24][N:23]([CH3:25])[C:22]([C:4]1[CH:3]=[C:2]([C:27]2[CH:32]=[CH:31][CH:30]=[CH:29][CH:28]=2)[CH:7]=[CH:6][C:5]=1[CH2:8][N:9]1[CH2:14][CH2:13][N:12]([C:15]([O:17][C:18]([CH3:21])([CH3:20])[CH3:19])=[O:16])[CH2:11][CH2:10]1)=[O:26].